From a dataset of Full USPTO retrosynthesis dataset with 1.9M reactions from patents (1976-2016). Predict the reactants needed to synthesize the given product. (1) Given the product [NH:3]1[C:7]2([CH2:11][CH2:10][N:9]([C:12]3[CH:17]=[CH:16][C:15]([NH:18][C:19]4[N:20]=[CH:21][C:22]5[S:27][C:26]([C:28]([OH:43])=[O:29])=[C:25]([C:31]6[CH:36]=[CH:35][CH:34]=[CH:33][C:32]=6[O:37][CH3:38])[C:23]=5[N:24]=4)=[C:14]([O:39][CH:40]([CH3:42])[CH3:41])[CH:13]=3)[CH2:8]2)[CH2:6][CH2:5][CH2:4]1, predict the reactants needed to synthesize it. The reactants are: C([N:3]1[C:7]2([CH2:11][CH2:10][N:9]([C:12]3[CH:17]=[CH:16][C:15]([NH:18][C:19]4[N:20]=[CH:21][C:22]5[S:27][C:26]([C:28](N)=[O:29])=[C:25]([C:31]6[CH:36]=[CH:35][CH:34]=[CH:33][C:32]=6[O:37][CH3:38])[C:23]=5[N:24]=4)=[C:14]([O:39][CH:40]([CH3:42])[CH3:41])[CH:13]=3)[CH2:8]2)[CH2:6][CH2:5][CH2:4]1)=O.[OH-:43].[Na+].O. (2) Given the product [F:33][C:34]1([F:38])[CH2:37][N:36]([C:2]2[N:10]=[C:9]([N:11]3[C:15]4[CH:16]=[C:17]([C:20]#[N:21])[CH:18]=[CH:19][C:14]=4[N:13]=[CH:12]3)[N:8]=[C:7]3[C:3]=2[NH:4][C:5](=[O:30])[N:6]3[C@H:22]2[CH2:27][CH2:26][C@H:25]([OH:28])[CH2:24][CH2:23]2)[CH2:35]1, predict the reactants needed to synthesize it. The reactants are: Cl[C:2]1[N:10]=[C:9]([N:11]2[C:15]3[CH:16]=[C:17]([C:20]#[N:21])[CH:18]=[CH:19][C:14]=3[N:13]=[CH:12]2)[N:8]=[C:7]2[C:3]=1[NH:4][C:5](=[O:30])[N:6]2[C@H:22]1[CH2:27][CH2:26][C@H:25]([O:28]C)[CH2:24][CH2:23]1.ClCl.[F:33][C:34]1([F:38])[CH2:37][NH:36][CH2:35]1. (3) Given the product [C:22]([O:25][CH2:26][C:27]1[C:28]([N:42]2[CH2:54][CH2:53][N:45]3[C:46]4[CH2:47][CH2:48][CH2:49][CH2:50][C:51]=4[CH:52]=[C:44]3[C:43]2=[O:55])=[N:29][CH:30]=[CH:31][C:32]=1[C:2]1[CH:3]=[C:4]([NH:10][C:11]2[CH:64]=[CH:13][C:14]([CH:17]3[CH2:20][N:19]([CH3:21])[CH2:18]3)=[CH:15][CH:16]=2)[C:5](=[O:9])[N:6]([CH3:8])[CH:7]=1)(=[O:24])[CH3:23], predict the reactants needed to synthesize it. The reactants are: Br[C:2]1[CH:3]=[C:4]([NH:10][C:11]2[CH:16]=[CH:15][C:14]([CH:17]3[CH2:20][N:19]([CH3:21])[CH2:18]3)=[CH:13]N=2)[C:5](=[O:9])[N:6]([CH3:8])[CH:7]=1.[C:22]([O:25][CH2:26][C:27]1[C:28]([N:42]2[CH2:54][CH2:53][N:45]3[C:46]4[CH2:47][CH2:48][CH2:49][CH2:50][C:51]=4[CH:52]=[C:44]3[C:43]2=[O:55])=[N:29][CH:30]=[CH:31][C:32]=1B1OC(C)(C)C(C)(C)O1)(=[O:24])[CH3:23].[O-]P([O-])([O-])=O.[K+].[K+].[K+].[C:64]([O-])(=O)C.[Na+]. (4) The reactants are: [NH2:1][CH:2]([C:6]([CH3:9])([CH3:8])[CH3:7])[C:3]([OH:5])=[O:4].O.[O:11]1[CH2:15][CH2:14][CH:13]([O:16][C:17](=O)[O:18]C2C=CC([N+]([O-])=O)=CC=2)[CH2:12]1.CCN(C(C)C)C(C)C. Given the product [CH3:7][C:6]([CH3:9])([CH3:8])[CH:2]([NH:1][C:17]([O:16][CH:13]1[CH2:14][CH2:15][O:11][CH2:12]1)=[O:18])[C:3]([OH:5])=[O:4], predict the reactants needed to synthesize it. (5) Given the product [O:27]=[C:7]1[C:6]2[C:11](=[C:2]([NH:1][C:28](=[O:30])[CH3:29])[CH:3]=[CH:4][CH:5]=2)[N:10]=[C:9]([CH2:12][CH2:13][CH2:14][N:15]2[CH2:16][CH:17]=[C:18]([C:21]3[CH:26]=[CH:25][CH:24]=[CH:23][CH:22]=3)[CH2:19][CH2:20]2)[NH:8]1, predict the reactants needed to synthesize it. The reactants are: [NH2:1][C:2]1[CH:3]=[CH:4][CH:5]=[C:6]2[C:11]=1[N:10]=[C:9]([CH2:12][CH2:13][CH2:14][N:15]1[CH2:20][CH:19]=[C:18]([C:21]3[CH:26]=[CH:25][CH:24]=[CH:23][CH:22]=3)[CH2:17][CH2:16]1)[NH:8][C:7]2=[O:27].[C:28](OC(=O)C)(=[O:30])[CH3:29].